This data is from Full USPTO retrosynthesis dataset with 1.9M reactions from patents (1976-2016). The task is: Predict the reactants needed to synthesize the given product. (1) Given the product [CH3:12][C:3]1([C:7]([O:9][CH2:10][CH3:11])=[O:8])[CH2:4][CH2:5][CH2:6][C:2]1=[O:1], predict the reactants needed to synthesize it. The reactants are: [O:1]=[C:2]1[CH2:6][CH2:5][CH2:4][CH:3]1[C:7]([O:9][CH2:10][CH3:11])=[O:8].[C:12](=O)([O-])[O-].[K+].[K+].CI. (2) Given the product [C:1]([O:5][C:6]([N:8]1[CH2:12][CH2:11][C@H:10]([S:13][C:25]2[CH:26]=[C:27]([C:28]3[NH:29][CH:30]=[CH:31][CH:32]=3)[C:18]3[C:19](=[O:24])[NH:20][C:21]4[C:17]=3[C:16]=2[C:15]([F:14])=[CH:23][CH:22]=4)[CH2:9]1)=[O:7])([CH3:4])([CH3:2])[CH3:3], predict the reactants needed to synthesize it. The reactants are: [C:1]([O:5][C:6]([N:8]1[CH2:12][CH2:11][C@H:10]([SH:13])[CH2:9]1)=[O:7])([CH3:4])([CH3:3])[CH3:2].[F:14][C:15]1[C:16](/[C:25](/I)=[CH:26]/[C:27](=O)[C:28]2[NH:29][CH:30]=[CH:31][CH:32]=2)=[C:17]2[C:21](=[CH:22][CH:23]=1)[NH:20][C:19](=[O:24])[CH2:18]2.[H-].[Na+].[H][H]. (3) Given the product [OH:26][CH2:22][C:19]1[N:3]=[N:2][N:1]([C:4]2[CH:18]=[CH:17][CH:16]=[CH:15][C:5]=2[CH2:6][NH:7][C:8](=[O:14])[O:9][C:10]([CH3:13])([CH3:12])[CH3:11])[CH:20]=1, predict the reactants needed to synthesize it. The reactants are: [N:1]([C:4]1[CH:18]=[CH:17][CH:16]=[CH:15][C:5]=1[CH2:6][NH:7][C:8](=[O:14])[O:9][C:10]([CH3:13])([CH3:12])[CH3:11])=[N+:2]=[N-:3].[C:19](#N)[CH3:20].[C:22]([O:26]N=O)(C)(C)C.C[Si](N=[N+]=[N-])(C)C. (4) Given the product [F:15][C:16]1[CH:17]=[CH:18][C:19]([CH2:20][N:21]2[CH2:25][CH2:24][N:23]([C:26]3[CH:27]=[C:28]([CH:32]=[CH:33][N:34]=3)[C:29]([NH:14][CH2:13][C:10]3[CH:11]=[CH:12][O:8][N:9]=3)=[O:30])[C:22]2=[O:35])=[CH:36][CH:37]=1, predict the reactants needed to synthesize it. The reactants are: O1C=C(CN)N=C1.[O:8]1[CH:12]=[CH:11][C:10]([CH2:13][NH2:14])=[N:9]1.[F:15][C:16]1[CH:37]=[CH:36][C:19]([CH2:20][N:21]2[CH2:25][CH2:24][N:23]([C:26]3[CH:27]=[C:28]([CH:32]=[CH:33][N:34]=3)[C:29](O)=[O:30])[C:22]2=[O:35])=[CH:18][CH:17]=1. (5) Given the product [Cl:1][C:2]1[N:3]=[CH:4][C:5]([C:6]([NH:16][C:15]2[C:17]([CH3:22])=[CH:18][C:19]([CH3:21])=[CH:20][C:14]=2[N+:11]([O-:13])=[O:12])=[O:7])=[CH:9][CH:10]=1, predict the reactants needed to synthesize it. The reactants are: [Cl:1][C:2]1[CH:10]=[CH:9][C:5]([C:6](Cl)=[O:7])=[CH:4][N:3]=1.[N+:11]([C:14]1[CH:20]=[C:19]([CH3:21])[CH:18]=[C:17]([CH3:22])[C:15]=1[NH2:16])([O-:13])=[O:12]. (6) The reactants are: [CH3:1][O:2][C:3](=[O:40])[C@@H:4]([N:27]1[CH:31]=[CH:30][CH:29]=[C:28]1C(=O)C1C=CC=CC=1)[CH2:5][C:6]1[CH:11]=[CH:10][C:9]([O:12][CH2:13][CH2:14][C:15]2[N:16]=[C:17]([C:21]3[CH:26]=[CH:25][CH:24]=[CH:23][CH:22]=3)[O:18][C:19]=2[CH3:20])=[CH:8][CH:7]=1.CC1[O:46][C:45]([C:47]2[CH:52]=[CH:51][CH:50]=[CH:49][CH:48]=2)=NC=1CCO.C1(P(C2C=CC=CC=2)C2C=CC=CC=2)C=CC=CC=1.N(C(OCC)=O)=NC(OCC)=O. Given the product [CH3:1][O:2][C:3](=[O:40])[C@@H:4]([N:27]1[CH:31]=[CH:30][C:29]([C:45](=[O:46])[C:47]2[CH:52]=[CH:51][CH:50]=[CH:49][CH:48]=2)=[CH:28]1)[CH2:5][C:6]1[CH:11]=[CH:10][C:9]([O:12][CH2:13][CH2:14][C:15]2[N:16]=[C:17]([C:21]3[CH:22]=[CH:23][CH:24]=[CH:25][CH:26]=3)[O:18][C:19]=2[CH3:20])=[CH:8][CH:7]=1, predict the reactants needed to synthesize it. (7) The reactants are: [CH2:1]([O:8][C@@H:9]1[CH2:14][CH2:13][C@H:12]([C:15](N(OC)C)=[O:16])[CH2:11][CH2:10]1)[C:2]1[CH:7]=[CH:6][CH:5]=[CH:4][CH:3]=1.[CH3:21][Li].Cl. Given the product [CH2:1]([O:8][C@@H:9]1[CH2:10][CH2:11][C@H:12]([C:15](=[O:16])[CH3:21])[CH2:13][CH2:14]1)[C:2]1[CH:3]=[CH:4][CH:5]=[CH:6][CH:7]=1, predict the reactants needed to synthesize it. (8) Given the product [S:18]1[C:22]2[CH:23]=[CH:24][CH:25]=[CH:26][C:21]=2[N:20]=[C:19]1[C:27]1[CH:32]=[CH:31][C:30]([C:2]2[CH:15]=[CH:14][C:13]3[C:12](=[O:16])[C:11]4[C:6](=[CH:7][CH:8]=[CH:9][CH:10]=4)[C:5](=[O:17])[C:4]=3[CH:3]=2)=[CH:29][CH:28]=1, predict the reactants needed to synthesize it. The reactants are: Cl[C:2]1[CH:15]=[CH:14][C:13]2[C:12](=[O:16])[C:11]3[C:6](=[CH:7][CH:8]=[CH:9][CH:10]=3)[C:5](=[O:17])[C:4]=2[CH:3]=1.[S:18]1[C:22]2[CH:23]=[CH:24][CH:25]=[CH:26][C:21]=2[N:20]=[C:19]1[C:27]1[CH:32]=[CH:31][C:30](B(O)O)=[CH:29][CH:28]=1.COCCOC.C(O)C.